From a dataset of Full USPTO retrosynthesis dataset with 1.9M reactions from patents (1976-2016). Predict the reactants needed to synthesize the given product. Given the product [CH3:21][O:22][CH:16]([O:15][CH3:14])[CH2:17][S:11][C:2]1[CH:3]=[N:4][C:5]2[C:10](=[CH:9][CH:8]=[CH:7][CH:6]=2)[N:1]=1, predict the reactants needed to synthesize it. The reactants are: [N:1]1[C:10]2[C:5](=[CH:6][CH:7]=[CH:8][CH:9]=2)[N:4]=[CH:3][C:2]=1[SH:11].O1[CH2:17][CH2:16][O:15][CH2:14]C1.CN([CH:21]=[O:22])C.